The task is: Predict the reactants needed to synthesize the given product.. This data is from Full USPTO retrosynthesis dataset with 1.9M reactions from patents (1976-2016). (1) Given the product [Cl:45][C:41]1[CH:40]=[C:39]([C@@H:37]([OH:38])[CH2:36][NH:35][CH:29]2[CH2:30][CH2:31][N:26]([C:23]3[CH:22]=[CH:21][C:20]([NH:19][S:16]([C:13]4[CH:14]=[CH:15][C:10]([NH:9][C:8]([NH:7][CH2:1][CH2:2][CH2:3][CH2:4][CH2:5][CH3:6])=[O:33])=[CH:11][CH:12]=4)(=[O:18])=[O:17])=[CH:25][CH:24]=3)[CH2:27][CH2:28]2)[CH:44]=[CH:43][CH:42]=1, predict the reactants needed to synthesize it. The reactants are: [CH2:1]([NH:7][C:8](=[O:33])[NH:9][C:10]1[CH:15]=[CH:14][C:13]([S:16]([NH:19][C:20]2[CH:25]=[CH:24][C:23]([N:26]3[CH2:31][CH2:30][C:29](=O)[CH2:28][CH2:27]3)=[CH:22][CH:21]=2)(=[O:18])=[O:17])=[CH:12][CH:11]=1)[CH2:2][CH2:3][CH2:4][CH2:5][CH3:6].Cl.[NH2:35][CH2:36][C@@H:37]([C:39]1[CH:44]=[CH:43][CH:42]=[C:41]([Cl:45])[CH:40]=1)[OH:38]. (2) Given the product [CH3:40][C:30]1[CH:35]=[CH:34][C:33]([S:36]([O:17][CH2:16][C@H:9]2[O:8][C@@:7]3([C:18]4[C:4](=[CH:3][C:2]([Cl:1])=[C:20]([CH2:21][C:22]5[CH:27]=[CH:26][C:25]([CH2:28][CH3:29])=[CH:24][CH:23]=5)[CH:19]=4)[CH2:5][O:6]3)[C@H:12]([OH:13])[C@@H:11]([OH:14])[C@@H:10]2[OH:15])(=[O:38])=[O:37])=[CH:32][CH:31]=1, predict the reactants needed to synthesize it. The reactants are: [Cl:1][C:2]1[CH:3]=[C:4]2[C:18](=[CH:19][C:20]=1[CH2:21][C:22]1[CH:27]=[CH:26][C:25]([CH2:28][CH3:29])=[CH:24][CH:23]=1)[C@:7]1([C@H:12]([OH:13])[C@@H:11]([OH:14])[C@H:10]([OH:15])[C@@H:9]([CH2:16][OH:17])[O:8]1)[O:6][CH2:5]2.[C:30]1([CH3:40])[CH:35]=[CH:34][C:33]([S:36](Cl)(=[O:38])=[O:37])=[CH:32][CH:31]=1.